From a dataset of Catalyst prediction with 721,799 reactions and 888 catalyst types from USPTO. Predict which catalyst facilitates the given reaction. Reactant: B(Br)(Br)Br.[CH2:5]([N:12]([CH2:25][C:26]1[CH:31]=[CH:30][C:29]([C:32]2[CH:37]=[CH:36][C:35]([O:38]C)=[C:34]([Br:40])[CH:33]=2)=[CH:28][CH:27]=1)[C:13]([C:15]1[C:23]2[C:18](=[CH:19][CH:20]=[CH:21][CH:22]=2)[N:17]([CH3:24])[CH:16]=1)=[O:14])[C:6]1[CH:11]=[CH:10][CH:9]=[CH:8][CH:7]=1.C(=O)=O.CC(C)=O.O. Product: [CH2:5]([N:12]([CH2:25][C:26]1[CH:31]=[CH:30][C:29]([C:32]2[CH:37]=[CH:36][C:35]([OH:38])=[C:34]([Br:40])[CH:33]=2)=[CH:28][CH:27]=1)[C:13]([C:15]1[C:23]2[C:18](=[CH:19][CH:20]=[CH:21][CH:22]=2)[N:17]([CH3:24])[CH:16]=1)=[O:14])[C:6]1[CH:7]=[CH:8][CH:9]=[CH:10][CH:11]=1. The catalyst class is: 2.